This data is from Reaction yield outcomes from USPTO patents with 853,638 reactions. The task is: Predict the reaction yield, written as a fraction of the theoretical maximum amount of product (1.0 means a 100% yield; for example, 0.34 means a 34% yield). The reactants are C(O[CH2:5][C:6]1[N:10]2[C:11]3[CH:30]=[CH:29][CH:28]=[CH:27][C:12]=3[O:13][C:14]3([CH2:19][CH2:18][N:17](CC4C=CC=CC=4)[CH2:16][CH2:15]3)[C:9]2=[CH:8][CH:7]=1)(=O)C.C(O)(=O)C. The catalyst is C(OCC)(=O)C.[Pd]. The product is [CH3:5][C:6]1[N:10]2[C:11]3[CH:30]=[CH:29][CH:28]=[CH:27][C:12]=3[O:13][C:14]3([CH2:15][CH2:16][NH:17][CH2:18][CH2:19]3)[C:9]2=[CH:8][CH:7]=1. The yield is 0.340.